This data is from Forward reaction prediction with 1.9M reactions from USPTO patents (1976-2016). The task is: Predict the product of the given reaction. Given the reactants C(OC([N:8]1[CH2:13][CH2:12][CH:11]([CH2:14][O:15][C:16]2[CH:17]=[CH:18][C:19]3[N:24]=[N:23][C:22]([NH2:25])=[N:21][C:20]=3[CH:26]=2)[CH2:10][CH2:9]1)=O)(C)(C)C.C(Cl)[Cl:28], predict the reaction product. The product is: [ClH:28].[NH:8]1[CH2:13][CH2:12][CH:11]([CH2:14][O:15][C:16]2[CH:17]=[CH:18][C:19]3[N:24]=[N:23][C:22]([NH2:25])=[N:21][C:20]=3[CH:26]=2)[CH2:10][CH2:9]1.